Dataset: Peptide-MHC class II binding affinity with 134,281 pairs from IEDB. Task: Regression. Given a peptide amino acid sequence and an MHC pseudo amino acid sequence, predict their binding affinity value. This is MHC class II binding data. (1) The peptide sequence is QKKYFAATQFEPLAA. The MHC is HLA-DPA10103-DPB10401 with pseudo-sequence HLA-DPA10103-DPB10401. The binding affinity (normalized) is 0.975. (2) The peptide sequence is ALFKAIEAYLLAHPD. The MHC is DRB4_0101 with pseudo-sequence DRB4_0103. The binding affinity (normalized) is 0.481. (3) The peptide sequence is EEDLNKLRDLNKEVD. The MHC is DRB4_0101 with pseudo-sequence DRB4_0103. The binding affinity (normalized) is 0.253. (4) The peptide sequence is LFFNHHKVMLLGHDD. The MHC is DRB1_0901 with pseudo-sequence DRB1_0901. The binding affinity (normalized) is 0.416. (5) The peptide sequence is EGATPEAKYDAYVAT. The MHC is DRB1_1001 with pseudo-sequence DRB1_1001. The binding affinity (normalized) is 0.368. (6) The peptide sequence is KLTIMTGDIKGIMQA. The MHC is DRB1_0301 with pseudo-sequence DRB1_0301. The binding affinity (normalized) is 0.710. (7) The peptide sequence is VIVMLTPLVEDGV. The MHC is DRB4_0101 with pseudo-sequence DRB4_0103. The binding affinity (normalized) is 0.490. (8) The MHC is HLA-DPA10103-DPB10301 with pseudo-sequence HLA-DPA10103-DPB10301. The peptide sequence is AAFSKLPASTIDELK. The binding affinity (normalized) is 0.291.